This data is from Forward reaction prediction with 1.9M reactions from USPTO patents (1976-2016). The task is: Predict the product of the given reaction. (1) Given the reactants Cl[C:2]1[N:7]=[CH:6][N:5]=[C:4]([NH2:8])[C:3]=1[C:9]1[O:10][C:11]([CH3:14])=[N:12][N:13]=1.[NH2:15][C@H:16]([C:19]1[N:28]([CH:29]2[CH2:31][CH2:30]2)[C:27](=[O:32])[C:26]2[C:21](=[CH:22][CH:23]=[CH:24][C:25]=2[F:33])[N:20]=1)[CH2:17][CH3:18].CCN(C(C)C)C(C)C.CCOC(C)=O, predict the reaction product. The product is: [NH2:8][C:4]1[N:5]=[CH:6][N:7]=[C:2]([NH:15][C@H:16]([C:19]2[N:28]([CH:29]3[CH2:30][CH2:31]3)[C:27](=[O:32])[C:26]3[C:21](=[CH:22][CH:23]=[CH:24][C:25]=3[F:33])[N:20]=2)[CH2:17][CH3:18])[C:3]=1[C:9]1[O:10][C:11]([CH3:14])=[N:12][N:13]=1. (2) Given the reactants [CH:1]1([C:4]2[CH:5]=[N:6][C:7]([NH:17][C:18]3[CH:26]=[CH:25][CH:24]=[C:23]4[C:19]=3[CH:20]=[CH:21][N:22]4[CH2:27][CH2:28][O:29][CH3:30])=[C:8]([CH:16]=2)[C:9]([O:11]C(C)(C)C)=[O:10])[CH2:3][CH2:2]1.[OH-].[Na+], predict the reaction product. The product is: [CH:1]1([C:4]2[CH:5]=[N:6][C:7]([NH:17][C:18]3[CH:26]=[CH:25][CH:24]=[C:23]4[C:19]=3[CH:20]=[CH:21][N:22]4[CH2:27][CH2:28][O:29][CH3:30])=[C:8]([CH:16]=2)[C:9]([OH:11])=[O:10])[CH2:2][CH2:3]1. (3) Given the reactants C([Li])CCC.CCCCCC.C(NC(C)C)(C)C.[CH2:19]([SnH:23]([CH2:28][CH2:29][CH2:30][CH3:31])[CH2:24][CH2:25][CH2:26][CH3:27])[CH2:20][CH2:21][CH3:22].[Cl:32][C:33]1[CH:38]=[C:37](Cl)[N:36]=[C:35]([CH3:40])[N:34]=1, predict the reaction product. The product is: [Cl:32][C:33]1[CH:38]=[C:37]([Sn:23]([CH2:19][CH2:20][CH2:21][CH3:22])([CH2:24][CH2:25][CH2:26][CH3:27])[CH2:28][CH2:29][CH2:30][CH3:31])[N:36]=[C:35]([CH3:40])[N:34]=1. (4) Given the reactants [Cl:1][C:2]1[CH:7]=[CH:6][C:5](/[CH:8]=[CH:9]/[C:10]([N:12]2[CH2:17][CH2:16][CH:15]([CH2:18][OH:19])[CH2:14][CH2:13]2)=[O:11])=[C:4]([CH2:20][N:21]2[N:25]=[N:24][C:23]([CH3:26])=[N:22]2)[CH:3]=1.C(N(CC)CC)C.[CH3:34][S:35](Cl)(=[O:37])=[O:36].C(=O)(O)[O-].[Na+], predict the reaction product. The product is: [CH3:34][S:35]([O:19][CH2:18][CH:15]1[CH2:14][CH2:13][N:12]([C:10](=[O:11])/[CH:9]=[CH:8]/[C:5]2[CH:6]=[CH:7][C:2]([Cl:1])=[CH:3][C:4]=2[CH2:20][N:21]2[N:25]=[N:24][C:23]([CH3:26])=[N:22]2)[CH2:17][CH2:16]1)(=[O:37])=[O:36].